From a dataset of Forward reaction prediction with 1.9M reactions from USPTO patents (1976-2016). Predict the product of the given reaction. (1) Given the reactants Cl.[CH2:2]([O:4][C:5](=[O:9])[CH2:6][NH:7][CH3:8])[CH3:3].[F:10][C:11]1[CH:16]=[CH:15][CH:14]=[CH:13][C:12]=1[C:17]#[C:18][C:19]([OH:21])=O.CN1CCOCC1.CCN=C=NCCCN(C)C.Cl, predict the reaction product. The product is: [F:10][C:11]1[CH:16]=[CH:15][CH:14]=[CH:13][C:12]=1[C:17]#[C:18][C:19]([N:7]([CH2:6][C:5]([O:4][CH2:2][CH3:3])=[O:9])[CH3:8])=[O:21]. (2) Given the reactants [CH3:1][C:2]1[NH:3][C:4]2[C:9]([CH:10]=1)=[CH:8][C:7]([N+:11]([O-:13])=[O:12])=[CH:6][CH:5]=2.[OH-].[Na+].CN(C=O)C.[Cl:21][C:22]1[CH:30]=[CH:29][CH:28]=[C:27]([Cl:31])[C:23]=1[C:24](Cl)=[O:25], predict the reaction product. The product is: [Cl:21][C:22]1[CH:30]=[CH:29][CH:28]=[C:27]([Cl:31])[C:23]=1[C:24]([N:3]1[C:4]2[C:9](=[CH:8][C:7]([N+:11]([O-:13])=[O:12])=[CH:6][CH:5]=2)[CH:10]=[C:2]1[CH3:1])=[O:25]. (3) Given the reactants C([O:3][C:4]([C:6]1[N:7]([CH2:21][CH3:22])[N:8]=[C:9]([C:11]2[CH:16]=[CH:15][C:14]([C:17]([F:20])([F:19])[F:18])=[CH:13][CH:12]=2)[CH:10]=1)=O)C.[H-].[Al+3].[Li+].[H-].[H-].[H-], predict the reaction product. The product is: [CH2:21]([N:7]1[C:6]([CH2:4][OH:3])=[CH:10][C:9]([C:11]2[CH:16]=[CH:15][C:14]([C:17]([F:19])([F:18])[F:20])=[CH:13][CH:12]=2)=[N:8]1)[CH3:22]. (4) Given the reactants [Cl:1][C:2]1[C:7]([C:8]2[N:9]=[C:10]([N:20]3[CH2:25][CH2:24][O:23][CH2:22][CH2:21]3)[S:11][C:12]=2[C:13]2[CH:18]=[CH:17][N:16]=[C:15](Cl)[N:14]=2)=[CH:6][CH:5]=[CH:4][C:3]=1[NH:26][S:27]([C:30]1[C:35]([F:36])=[CH:34][CH:33]=[CH:32][C:31]=1[F:37])(=[O:29])=[O:28].[NH4+:38].[OH-], predict the reaction product. The product is: [NH2:38][C:15]1[N:14]=[C:13]([C:12]2[S:11][C:10]([N:20]3[CH2:21][CH2:22][O:23][CH2:24][CH2:25]3)=[N:9][C:8]=2[C:7]2[C:2]([Cl:1])=[C:3]([NH:26][S:27]([C:30]3[C:31]([F:37])=[CH:32][CH:33]=[CH:34][C:35]=3[F:36])(=[O:28])=[O:29])[CH:4]=[CH:5][CH:6]=2)[CH:18]=[CH:17][N:16]=1. (5) Given the reactants Br[C:2]1[CH:3]=[CH:4][C:5]2[O:9][C:8]([C:10]([NH2:12])=[O:11])=[CH:7][C:6]=2[CH:13]=1.[N:14]1([CH2:20][CH2:21][CH2:22][CH2:23][C:24]2[C:32]3[C:27](=[CH:28][CH:29]=[C:30]([C:33]#[N:34])[CH:31]=3)[NH:26][CH:25]=2)[CH2:19][CH2:18][NH:17][CH2:16][CH2:15]1.C(P(C(C)(C)C)C(C)(C)C)(C)(C)C.CC(C)([O-])C.[Na+], predict the reaction product. The product is: [CH:29]1[C:30]([C:33]#[N:34])=[CH:31][C:32]2[C:24]([CH2:23][CH2:22][CH2:21][CH2:20][N:14]3[CH2:15][CH2:16][N:17]([C:2]4[CH:3]=[CH:4][C:5]5[O:9][C:8]([C:10]([NH2:12])=[O:11])=[CH:7][C:6]=5[CH:13]=4)[CH2:18][CH2:19]3)=[CH:25][NH:26][C:27]=2[CH:28]=1. (6) Given the reactants C([SiH](CC)CC)C.[CH:8]([C:10]1[C:11]([C:18]2[CH:23]=[CH:22][C:21]([O:24][CH:25]([CH3:27])[CH3:26])=[C:20]([CH3:28])[CH:19]=2)=[N:12][N:13]([CH3:17])[C:14]=1[O:15][CH3:16])=O, predict the reaction product. The product is: [CH3:17][N:13]1[C:14]([O:15][CH3:16])=[C:10]([CH3:8])[C:11]([C:18]2[CH:23]=[CH:22][C:21]([O:24][CH:25]([CH3:26])[CH3:27])=[C:20]([CH3:28])[CH:19]=2)=[N:12]1. (7) Given the reactants [CH3:1][O:2][C:3]([C:5]1[CH:10]=[CH:9][CH:8]=[C:7]([C:11]([O:13][CH3:14])=[O:12])[N:6]=1)=[O:4], predict the reaction product. The product is: [NH:6]1[C@H:5]([C:3]([O:2][CH3:1])=[O:4])[CH2:10][CH2:9][CH2:8][C@@H:7]1[C:11]([O:13][CH3:14])=[O:12].